This data is from Full USPTO retrosynthesis dataset with 1.9M reactions from patents (1976-2016). The task is: Predict the reactants needed to synthesize the given product. (1) Given the product [F:8][C:7]1[CH:6]=[C:5]([C:9]2[O:10][C:11]([C:14]3[C:15]([C:20]4[CH:21]=[CH:22][CH:23]=[CH:24][CH:25]=4)=[N:16][O:17][C:18]=3[CH3:19])=[N:12][N:13]=2)[C:4]([O:26][CH3:27])=[CH:3][C:2]=1[NH:32][CH2:31][CH2:30][N:29]([CH3:33])[CH3:28], predict the reactants needed to synthesize it. The reactants are: F[C:2]1[C:7]([F:8])=[CH:6][C:5]([C:9]2[O:10][C:11]([C:14]3[C:15]([C:20]4[CH:25]=[CH:24][CH:23]=[CH:22][CH:21]=4)=[N:16][O:17][C:18]=3[CH3:19])=[N:12][N:13]=2)=[C:4]([O:26][CH3:27])[CH:3]=1.[CH3:28][N:29]([CH3:33])[CH2:30][CH2:31][NH2:32]. (2) Given the product [F:1][C:2]([F:48])([F:47])[C:3]1[CH:4]=[C:5]([CH:40]=[C:41]([C:43]([F:46])([F:45])[F:44])[CH:42]=1)[CH2:6][N:7]([CH2:15][C:16]1[CH:21]=[C:20]([C:22]([F:25])([F:24])[F:23])[CH:19]=[CH:18][C:17]=1[N:26]([CH2:38][CH3:39])[CH2:27][CH2:28][CH2:29][CH2:30][CH2:31][CH2:32][C:33]([O:35][CH2:36][CH3:37])=[O:34])[C:8]1[N:13]=[CH:12][C:11]([N:76]2[CH2:81][CH2:80][O:79][CH2:78][CH2:77]2)=[CH:10][N:9]=1, predict the reactants needed to synthesize it. The reactants are: [F:1][C:2]([F:48])([F:47])[C:3]1[CH:4]=[C:5]([CH:40]=[C:41]([C:43]([F:46])([F:45])[F:44])[CH:42]=1)[CH2:6][N:7]([CH2:15][C:16]1[CH:21]=[C:20]([C:22]([F:25])([F:24])[F:23])[CH:19]=[CH:18][C:17]=1[N:26]([CH2:38][CH3:39])[CH2:27][CH2:28][CH2:29][CH2:30][CH2:31][CH2:32][C:33]([O:35][CH2:36][CH3:37])=[O:34])[C:8]1[N:13]=[CH:12][C:11](Br)=[CH:10][N:9]=1.C(P(C(C)(C)C)C1C=CC=CC=1C1C=CC=CC=1)(C)(C)C.CC(C)([O-])C.[Na+].[NH:76]1[CH2:81][CH2:80][O:79][CH2:78][CH2:77]1.C(=O)(O)[O-].[Na+].